From a dataset of Reaction yield outcomes from USPTO patents with 853,638 reactions. Predict the reaction yield, written as a fraction of the theoretical maximum amount of product (1.0 means a 100% yield; for example, 0.34 means a 34% yield). (1) The reactants are Br[C:2]([CH3:13])([C:8]([O:10][CH2:11][CH3:12])=[O:9])[C:3]([O:5][CH2:6][CH3:7])=[O:4].[F-].[K+].[N+:16]([C:19]1[CH:20]=[C:21]([OH:25])[CH:22]=[CH:23][CH:24]=1)([O-:18])=[O:17]. The catalyst is CN(C=O)C.O. The product is [CH3:13][C:2]([O:25][C:21]1[CH:22]=[CH:23][CH:24]=[C:19]([N+:16]([O-:18])=[O:17])[CH:20]=1)([C:8]([O:10][CH2:11][CH3:12])=[O:9])[C:3]([O:5][CH2:6][CH3:7])=[O:4]. The yield is 0.800. (2) The reactants are [NH2:1][C:2]1[N:7]=[C:6]([CH2:8][CH2:9][C:10]([NH:12][C:13]2[CH:18]=[CH:17][CH:16]=[CH:15][CH:14]=2)=[O:11])[C:5]([C:19]2[CH:24]=[CH:23][C:22]([N+:25]([O-])=O)=[CH:21][CH:20]=2)=[C:4]([NH2:28])[N:3]=1.[Cl:29][C:30]1[CH:37]=[CH:36][C:33]([CH:34]=O)=[CH:32][CH:31]=1.[BH3-]C#N.[Na+]. The catalyst is C(O)(=O)C.C([O-])(O)=O.[Na+].[Pd]. The product is [NH2:1][C:2]1[N:7]=[C:6]([CH2:8][CH2:9][C:10]([NH:12][C:13]2[CH:18]=[CH:17][CH:16]=[CH:15][CH:14]=2)=[O:11])[C:5]([C:19]2[CH:24]=[CH:23][C:22]([NH:25][CH2:34][C:33]3[CH:36]=[CH:37][C:30]([Cl:29])=[CH:31][CH:32]=3)=[CH:21][CH:20]=2)=[C:4]([NH2:28])[N:3]=1. The yield is 0.150.